Dataset: Catalyst prediction with 721,799 reactions and 888 catalyst types from USPTO. Task: Predict which catalyst facilitates the given reaction. (1) Reactant: [H-].[Al+3].[Li+].[H-].[H-].[H-].C([O:10][CH2:11][C-:12]1[CH:16]=[CH:15][CH:14]=[C:13]1[S:17][C:18]([CH3:21])([CH3:20])[CH3:19])(=O)C.[CH-:22]1[CH:26]=[CH:25][CH:24]=[CH:23]1.[Fe+2:27]. Product: [C:18]([S:17][C:13]1[C-:12]([CH2:11][OH:10])[CH:16]=[CH:15][CH:14]=1)([CH3:21])([CH3:19])[CH3:20].[CH-:22]1[CH:26]=[CH:25][CH:24]=[CH:23]1.[Fe+2:27]. The catalyst class is: 28. (2) The catalyst class is: 18. Reactant: [CH3:1][O:2][C:3]1[C:4]([O:24][CH3:25])=[CH:5][C:6]2[N:12]([CH3:13])[CH2:11][CH2:10][N:9]=[C:8]([C:14]3[CH:15]=[C:16]([CH:20]=[CH:21][CH:22]=3)[C:17]([OH:19])=O)[C:7]=2[CH:23]=1.[CH:26]([NH2:29])([CH3:28])[CH3:27].CN1CC[O:34]CC1.F[P-](F)(F)(F)(F)F.N1(O[P+](N(C)C)(N(C)C)N(C)C)C2C=CC=CC=2N=N1. Product: [CH3:1][O:2][C:3]1[C:4]([O:24][CH3:25])=[CH:5][C:6]2[N:12]([CH3:13])[C:11](=[O:34])[CH2:10][N:9]=[C:8]([C:14]3[CH:15]=[C:16]([CH:20]=[CH:21][CH:22]=3)[C:17]([NH:29][CH:26]([CH3:28])[CH3:27])=[O:19])[C:7]=2[CH:23]=1. (3) Reactant: [P:1]([O:13][CH2:14][C@@:15]1([CH2:30][NH:31]C(=O)C(F)(F)F)[O:19][C@@H:18]([N:20]2[CH:28]=[C:26]([CH3:27])[C:24](=[O:25])[NH:23][C:21]2=[O:22])[CH2:17][C@@H:16]1[OH:29])([O:4][P:5]([O:8][P:9]([OH:12])([OH:11])=[O:10])([OH:7])=[O:6])(=[O:3])[OH:2]. Product: [P:1]([O:13][CH2:14][C@@:15]1([CH2:30][NH2:31])[O:19][C@@H:18]([N:20]2[CH:28]=[C:26]([CH3:27])[C:24](=[O:25])[NH:23][C:21]2=[O:22])[CH2:17][C@@H:16]1[OH:29])([O:4][P:5]([O:8][P:9]([OH:11])([OH:12])=[O:10])([OH:7])=[O:6])(=[O:2])[OH:3]. The catalyst class is: 328.